Predict which catalyst facilitates the given reaction. From a dataset of Catalyst prediction with 721,799 reactions and 888 catalyst types from USPTO. (1) Reactant: [CH2:1]([N:8]1[C:16]2[C:11](=[CH:12][C:13]([C:17]3[CH:22]=[CH:21][C:20]([O:23][C:24]([F:27])([F:26])[F:25])=[CH:19][CH:18]=3)=[CH:14][CH:15]=2)[C:10]([C:28](=[O:40])[C:29]([NH:31][CH2:32][C:33]([O:35]C(C)(C)C)=[O:34])=[O:30])=[CH:9]1)[C:2]1[CH:7]=[CH:6][CH:5]=[CH:4][CH:3]=1.FC(F)(F)C(O)=O. Product: [CH2:1]([N:8]1[C:16]2[C:11](=[CH:12][C:13]([C:17]3[CH:18]=[CH:19][C:20]([O:23][C:24]([F:25])([F:26])[F:27])=[CH:21][CH:22]=3)=[CH:14][CH:15]=2)[C:10]([C:28](=[O:40])[C:29]([NH:31][CH2:32][C:33]([OH:35])=[O:34])=[O:30])=[CH:9]1)[C:2]1[CH:3]=[CH:4][CH:5]=[CH:6][CH:7]=1. The catalyst class is: 2. (2) Reactant: [CH3:1][NH:2][CH3:3].CO.[O:6]1[CH2:8][C@H:7]1[CH2:9][N:10]1[C:18]2[C:13](=[N:14][C:15]([C:19]3[N:23]4[CH:24]=[C:25]([C:28]#[N:29])[CH:26]=[CH:27][C:22]4=[N:21][CH:20]=3)=[N:16][CH:17]=2)[N:12]([CH:30]2[CH2:35][CH2:34][O:33][CH2:32][CH2:31]2)[C:11]1=[O:36]. Product: [CH3:1][N:2]([CH3:3])[CH2:8][C@H:7]([OH:6])[CH2:9][N:10]1[C:18]2[C:13](=[N:14][C:15]([C:19]3[N:23]4[CH:24]=[C:25]([C:28]#[N:29])[CH:26]=[CH:27][C:22]4=[N:21][CH:20]=3)=[N:16][CH:17]=2)[N:12]([CH:30]2[CH2:35][CH2:34][O:33][CH2:32][CH2:31]2)[C:11]1=[O:36]. The catalyst class is: 8. (3) Product: [F:1][C:2]1[CH:3]=[C:4]2[C:9](=[CH:10][C:11]=1[O:12][CH2:31][C@H:32]([O:34][CH3:35])[CH3:33])[N:8]=[C:7]([CH3:13])[CH:6]=[CH:5]2. Reactant: [F:1][C:2]1[CH:3]=[C:4]2[C:9](=[CH:10][C:11]=1[OH:12])[N:8]=[C:7]([CH3:13])[CH:6]=[CH:5]2.C([O-])([O-])=O.[Cs+].[Cs+].CC1C=CC(S(O[CH2:31][C@H:32]([O:34][CH3:35])[CH3:33])(=O)=O)=CC=1. The catalyst class is: 37. (4) Product: [Cl:1][C:2]1[C:3]([C:24]2[CH:38]=[CH:37][C:27]([O:28][CH2:29][C:30]([OH:32])=[O:31])=[CH:26][CH:25]=2)=[C:4]2[C:18]3[CH2:19][CH2:20][S:21](=[O:23])[CH2:22][C:17]=3[S:16][C:5]2=[N:6][C:7]=1[CH2:8][N:9]1[C:13](=[O:14])[CH2:12][CH2:11][C:10]1=[O:15]. The catalyst class is: 106. Reactant: [Cl:1][C:2]1[C:3]([C:24]2[CH:38]=[CH:37][C:27]([O:28][CH2:29][C:30]([O:32]C(C)(C)C)=[O:31])=[CH:26][CH:25]=2)=[C:4]2[C:18]3[CH2:19][CH2:20][S:21](=[O:23])[CH2:22][C:17]=3[S:16][C:5]2=[N:6][C:7]=1[CH2:8][N:9]1[C:13](=[O:14])[CH2:12][CH2:11][C:10]1=[O:15]. (5) Reactant: [CH:1]([S:4]([C:7]1[CH:14]=[CH:13][C:12]([N+:15]([O-])=O)=[CH:11][C:8]=1[C:9]#[N:10])(=[O:6])=[O:5])([CH3:3])[CH3:2].C(S(C1C=CC([N+]([O-])=O)=CC=1C#N)(=O)=O)C.CSC. Product: [NH2:15][C:12]1[CH:13]=[CH:14][C:7]([S:4]([CH:1]([CH3:3])[CH3:2])(=[O:6])=[O:5])=[C:8]([CH:11]=1)[C:9]#[N:10]. The catalyst class is: 19. (6) Reactant: F[C:2]1[C:3]([S:18]([CH3:21])(=[O:20])=[O:19])=[CH:4][C:5]([N+:15]([O-:17])=[O:16])=[C:6]([CH:14]=1)[C:7]([O:9][C:10]([CH3:13])([CH3:12])[CH3:11])=[O:8].[NH:22]([CH2:26][CH2:27][OH:28])[CH2:23][CH2:24][OH:25]. Product: [OH:25][CH2:24][CH2:23][N:22]([CH2:26][CH2:27][OH:28])[C:2]1[C:3]([S:18]([CH3:21])(=[O:20])=[O:19])=[CH:4][C:5]([N+:15]([O-:17])=[O:16])=[C:6]([CH:14]=1)[C:7]([O:9][C:10]([CH3:13])([CH3:12])[CH3:11])=[O:8]. The catalyst class is: 16. (7) Reactant: [C:1]([N:4]1[CH2:9][CH2:8][C:7]2[CH:10]=[C:11]([C:24]([O:26]CC)=[O:25])[N:12]([S:13]([C:16]3[CH:21]=[CH:20][C:19]([O:22][CH3:23])=[CH:18][CH:17]=3)(=[O:15])=[O:14])[C:6]=2[CH2:5]1)(=[O:3])[CH3:2].[OH-].[Na+]. Product: [C:1]([N:4]1[CH2:9][CH2:8][C:7]2[CH:10]=[C:11]([C:24]([OH:26])=[O:25])[N:12]([S:13]([C:16]3[CH:21]=[CH:20][C:19]([O:22][CH3:23])=[CH:18][CH:17]=3)(=[O:15])=[O:14])[C:6]=2[CH2:5]1)(=[O:3])[CH3:2]. The catalyst class is: 8.